Dataset: Full USPTO retrosynthesis dataset with 1.9M reactions from patents (1976-2016). Task: Predict the reactants needed to synthesize the given product. (1) Given the product [Cl:1][C:2]([C:3]1[N:9]=[C:8]([NH2:10])[N:11]=[C:12]([NH:14][C:15]2[C:16]([F:25])=[C:17]([F:24])[C:18]([F:23])=[C:19]([F:22])[C:20]=2[F:21])[N:13]=1)([CH3:7])[CH3:6], predict the reactants needed to synthesize it. The reactants are: [Cl:1][C:2]([CH3:7])([CH3:6])[C:3](Cl)=O.[C:8]([NH:11][C:12]([NH:14][C:15]1[C:20]([F:21])=[C:19]([F:22])[C:18]([F:23])=[C:17]([F:24])[C:16]=1[F:25])=[NH:13])(=[NH:10])[NH2:9].C(N(CC)CC)C. (2) The reactants are: [F:1][C:2]1[C:3]([C:22]2[S:26][C:25]([C:27]3([OH:31])[CH2:30][CH2:29][CH2:28]3)=[N:24][CH:23]=2)=[C:4]2[CH:10]=[C:9](I)[N:8]([S:12]([C:15]3[CH:21]=[CH:20][C:18]([CH3:19])=[CH:17][CH:16]=3)(=[O:14])=[O:13])[C:5]2=[N:6][CH:7]=1.CC1(C)C(C)(C)OB([C:40]2[CH:41]=[N:42][N:43]([CH2:45][C:46]([O:48][CH2:49][CH3:50])=[O:47])[CH:44]=2)O1.C(=O)(O)[O-]. Given the product [F:1][C:2]1[C:3]([C:22]2[S:26][C:25]([C:27]3([OH:31])[CH2:30][CH2:29][CH2:28]3)=[N:24][CH:23]=2)=[C:4]2[CH:10]=[C:9]([C:40]3[CH:41]=[N:42][N:43]([CH2:45][C:46]([O:48][CH2:49][CH3:50])=[O:47])[CH:44]=3)[N:8]([S:12]([C:15]3[CH:21]=[CH:20][C:18]([CH3:19])=[CH:17][CH:16]=3)(=[O:14])=[O:13])[C:5]2=[N:6][CH:7]=1, predict the reactants needed to synthesize it. (3) Given the product [NH2:14][C:15]1[CH2:16][C:17]([C:27](=[O:28])[N:29]([CH2:33][CH2:34][CH3:35])[CH2:30][CH2:31][CH3:32])=[CH:18][C:19]2[CH:25]=[CH:24][C:23]([C:8]3[CH:7]=[CH:6][C:5]([CH2:3][CH2:47][C:45]([O:44][CH2:43][CH3:42])=[O:46])=[CH:10][CH:9]=3)=[CH:22][C:20]=2[N:21]=1, predict the reactants needed to synthesize it. The reactants are: CO[C:3]([C:5]1[CH:10]=[CH:9][C:8](B(O)O)=[CH:7][CH:6]=1)=O.[NH2:14][C:15]1[CH2:16][C:17]([C:27]([N:29]([CH2:33][CH2:34][CH3:35])[CH2:30][CH2:31][CH3:32])=[O:28])=[CH:18][C:19]2[CH:25]=[CH:24][C:23](Br)=[CH:22][C:20]=2[N:21]=1.C(=O)([O-])[O-].[K+].[K+].[CH3:42][CH2:43][O:44][C:45]([CH3:47])=[O:46]. (4) Given the product [Br:1][C:2]1[C:7]([O:8][CH2:22][C:23]2([CH3:27])[CH2:26][O:25][CH2:24]2)=[C:6]([O:9][CH3:10])[C:5]([O:11][CH:12]([F:13])[F:14])=[CH:4][CH:3]=1, predict the reactants needed to synthesize it. The reactants are: [Br:1][C:2]1[C:7]([OH:8])=[C:6]([O:9][CH3:10])[C:5]([O:11][CH:12]([F:14])[F:13])=[CH:4][CH:3]=1.C(=O)([O-])[O-].[K+].[K+].Br[CH2:22][C:23]1([CH3:27])[CH2:26][O:25][CH2:24]1.